This data is from Peptide-MHC class I binding affinity with 185,985 pairs from IEDB/IMGT. The task is: Regression. Given a peptide amino acid sequence and an MHC pseudo amino acid sequence, predict their binding affinity value. This is MHC class I binding data. The peptide sequence is QPWTPVSSF. The MHC is HLA-A01:01 with pseudo-sequence HLA-A01:01. The binding affinity (normalized) is 0.0847.